Dataset: Peptide-MHC class I binding affinity with 185,985 pairs from IEDB/IMGT. Task: Regression. Given a peptide amino acid sequence and an MHC pseudo amino acid sequence, predict their binding affinity value. This is MHC class I binding data. (1) The peptide sequence is ESENISEPY. The MHC is HLA-A26:01 with pseudo-sequence HLA-A26:01. The binding affinity (normalized) is 0.0847. (2) The peptide sequence is KECFRKLPI. The binding affinity (normalized) is 0. The MHC is Patr-B2401 with pseudo-sequence Patr-B2401. (3) The peptide sequence is MAFGLTSETI. The MHC is H-2-Db with pseudo-sequence H-2-Db. The binding affinity (normalized) is 0.177. (4) The peptide sequence is FRRVAHSSL. The MHC is HLA-A29:02 with pseudo-sequence HLA-A29:02. The binding affinity (normalized) is 0.0847. (5) The peptide sequence is LNMADKKETR. The MHC is Mamu-B8301 with pseudo-sequence Mamu-B8301. The binding affinity (normalized) is 0.733. (6) The peptide sequence is RQYERYTAL. The MHC is HLA-A32:07 with pseudo-sequence HLA-A32:07. The binding affinity (normalized) is 0.808. (7) The MHC is HLA-A01:01 with pseudo-sequence HLA-A01:01. The binding affinity (normalized) is 0.0847. The peptide sequence is RQFVSNNGK. (8) The peptide sequence is ALFHKVQSY. The MHC is HLA-B39:01 with pseudo-sequence HLA-B39:01. The binding affinity (normalized) is 0.0847.